This data is from Reaction yield outcomes from USPTO patents with 853,638 reactions. The task is: Predict the reaction yield, written as a fraction of the theoretical maximum amount of product (1.0 means a 100% yield; for example, 0.34 means a 34% yield). (1) The reactants are [NH2:1][C:2]1[C:3]([C:9]2[CH:18]=[CH:17][C:12]([C:13]([O:15][CH3:16])=[O:14])=[C:11]([F:19])[CH:10]=2)=[N:4][C:5](Br)=[CH:6][N:7]=1.[CH2:20]([O:27][CH2:28][CH:29]1[CH2:34][CH2:33][C:32](B2OC(C)(C)C(C)(C)O2)=[CH:31][CH2:30]1)[C:21]1[CH:26]=[CH:25][CH:24]=[CH:23][CH:22]=1.C([O-])([O-])=O.[Na+].[Na+]. The catalyst is COCCOC. The product is [NH2:1][C:2]1[C:3]([C:9]2[CH:18]=[CH:17][C:12]([C:13]([O:15][CH3:16])=[O:14])=[C:11]([F:19])[CH:10]=2)=[N:4][C:5]([C:32]2[CH2:33][CH2:34][CH:29]([CH2:28][O:27][CH2:20][C:21]3[CH:22]=[CH:23][CH:24]=[CH:25][CH:26]=3)[CH2:30][CH:31]=2)=[CH:6][N:7]=1. The yield is 0.810. (2) The reactants are [CH:1]([C:3]1[O:7][C:6]([C:8]2[CH:9]=[N:10][N:11]3[C:16]([C:17]4[CH:18]=[C:19]([NH:23][C:24](=[O:35])[C:25]5[CH:30]=[CH:29][CH:28]=[C:27]([C:31]([F:34])([F:33])[F:32])[CH:26]=5)[CH:20]=[CH:21][CH:22]=4)=[CH:15][CH:14]=[N:13][C:12]=23)=[CH:5][CH:4]=1)=O.[NH:36]1[CH2:40][CH2:39][CH2:38][CH2:37]1.C(O[BH-](OC(=O)C)OC(=O)C)(=O)C.[Na+].C(=O)(O)[O-].[Na+]. The catalyst is CN1CCCC1=O.ClCCl.C(O)(=O)C. The product is [N:36]1([CH2:1][C:3]2[O:7][C:6]([C:8]3[CH:9]=[N:10][N:11]4[C:16]([C:17]5[CH:18]=[C:19]([NH:23][C:24](=[O:35])[C:25]6[CH:30]=[CH:29][CH:28]=[C:27]([C:31]([F:34])([F:32])[F:33])[CH:26]=6)[CH:20]=[CH:21][CH:22]=5)=[CH:15][CH:14]=[N:13][C:12]=34)=[CH:5][CH:4]=2)[CH2:40][CH2:39][CH2:38][CH2:37]1. The yield is 0.120. (3) The reactants are [NH2:1][C:2]1[CH:3]=[C:4]2[C:9](=[CH:10][CH:11]=1)[N:8]=[CH:7][C:6]([C:12]#[N:13])=[C:5]2[NH:14][C:15]1[CH:20]=[CH:19][C:18]([F:21])=[C:17]([Cl:22])[CH:16]=1.[C:23]1([CH3:31])[CH:28]=[CH:27][CH:26]=[C:25]([CH:29]=O)[CH:24]=1.[BH3-]C#N.[Na+]. The catalyst is CCO. The product is [Cl:22][C:17]1[CH:16]=[C:15]([NH:14][C:5]2[C:4]3[C:9](=[CH:10][CH:11]=[C:2]([NH:1][CH2:31][C:23]4[CH:28]=[CH:27][CH:26]=[C:25]([CH3:29])[CH:24]=4)[CH:3]=3)[N:8]=[CH:7][C:6]=2[C:12]#[N:13])[CH:20]=[CH:19][C:18]=1[F:21]. The yield is 0.450. (4) The reactants are [OH:1][C:2]1[C:11]2[C:6](=[CH:7][CH:8]=[CH:9][CH:10]=2)[C@@:5]([CH3:17])([CH2:12][CH2:13][CH:14]([CH3:16])[CH3:15])[C:4](=[O:18])[C:3]=1C(OCC)=O.Cl. The catalyst is O1CCOCC1. The product is [OH:1][C:2]1[C:11]2[C:6](=[CH:7][CH:8]=[CH:9][CH:10]=2)[C@@:5]([CH3:17])([CH2:12][CH2:13][CH:14]([CH3:15])[CH3:16])[C:4](=[O:18])[CH:3]=1. The yield is 0.880. (5) The reactants are [OH:1][C:2]1[CH:7]=[CH:6][C:5]([N+:8]([O-:10])=[O:9])=[CH:4][N:3]=1.S([O-])([O-])(=O)=O.[Na+].[Na+].[F:18][C:19]([F:27])(S(F)(=O)=O)C(O)=O. The catalyst is C(#N)C. The product is [F:18][CH:19]([F:27])[O:1][C:2]1[CH:7]=[CH:6][C:5]([N+:8]([O-:10])=[O:9])=[CH:4][N:3]=1. The yield is 0.490. (6) The reactants are CN(C)S(C1C2[N:12]([CH2:15][C:16](O)=[O:17])C=NC=2C=CC=1)(=O)=O.Cl[C:21]1[C:26]([S:27]([CH2:30][CH2:31][CH3:32])(=[O:29])=[O:28])=[CH:25][CH:24]=[CH:23][C:22]=1[N+:33]([O-:35])=[O:34]. No catalyst specified. The product is [N+:33]([C:22]1[CH:23]=[CH:24][CH:25]=[C:26]([S:27]([CH2:30][CH2:31][CH3:32])(=[O:29])=[O:28])[C:21]=1[NH:12][CH2:15][CH2:16][OH:17])([O-:35])=[O:34]. The yield is 0.990. (7) The reactants are [Cl:1][C:2]1[C:3]([F:15])=[C:4]([C:8]([Si:11]([CH3:14])([CH3:13])[CH3:12])=[CH:9][CH:10]=1)[C:5]([OH:7])=[O:6].[CH2:16]([NH2:18])[CH3:17]. No catalyst specified. The product is [Cl:1][C:2]1[C:3]([F:15])=[C:4]([CH:8]=[CH:9][CH:10]=1)[C:5]([OH:7])=[O:6].[Cl:1][C:2]1[C:3]([F:15])=[C:4]([C:8]([Si:11]([CH3:14])([CH3:13])[CH3:12])=[CH:9][CH:10]=1)[C:5]([NH:18][CH2:16][CH3:17])=[O:7]. The yield is 0.840. (8) The reactants are [F:1][C:2]1[CH:10]=[CH:9][C:5]([C:6](O)=[O:7])=[C:4]([N+:11]([O-:13])=[O:12])[CH:3]=1.Cl.[CH3:15][NH:16][O:17][CH3:18].CN1CCOCC1.Cl.C(N=C=NCCCN(C)C)C. The catalyst is ClCCl. The product is [CH3:18][O:17][N:16]([CH3:15])[C:6](=[O:7])[C:5]1[CH:9]=[CH:10][C:2]([F:1])=[CH:3][C:4]=1[N+:11]([O-:13])=[O:12]. The yield is 0.950.